Dataset: Full USPTO retrosynthesis dataset with 1.9M reactions from patents (1976-2016). Task: Predict the reactants needed to synthesize the given product. (1) Given the product [ClH:29].[ClH:32].[NH2:7][CH:8]1[CH2:13][CH2:12][N:11]([CH2:14][CH:15]([C:16]2([OH:22])[CH2:21][CH2:20][CH2:19][CH2:18][CH2:17]2)[C:23]2[CH:28]=[CH:27][C:26]([Cl:29])=[C:25]([Cl:30])[CH:24]=2)[CH2:10][CH2:9]1, predict the reactants needed to synthesize it. The reactants are: C(OC(=O)[NH:7][CH:8]1[CH2:13][CH2:12][N:11]([CH2:14][CH:15]([C:23]2[CH:28]=[CH:27][C:26]([Cl:29])=[C:25]([Cl:30])[CH:24]=2)[C:16]2([OH:22])[CH2:21][CH2:20][CH2:19][CH2:18][CH2:17]2)[CH2:10][CH2:9]1)(C)(C)C.[ClH:32]. (2) Given the product [Br:1][C:2]1[CH:7]=[CH:6][C:5]([O:8][C:10]([CH2:12][CH3:13])([CH3:14])[CH3:11])=[CH:4][CH:3]=1, predict the reactants needed to synthesize it. The reactants are: [Br:1][C:2]1[CH:7]=[CH:6][C:5]([OH:8])=[CH:4][CH:3]=1.Br[C:10]([CH3:14])([CH2:12][CH3:13])[CH3:11].C([O-])(O)=O.[Na+]. (3) Given the product [CH:44]1([CH2:50][NH:1][CH2:2][CH2:3][O:4][C:5]2[CH:6]=[CH:7][C:8]([CH:11]3[CH2:16][CH2:15][NH:14][CH2:13][CH:12]3[O:27][CH2:28][C:29]3[CH:30]=[CH:31][C:32]4[O:37][CH2:36][CH2:35][N:34]([CH2:38][CH2:39][CH2:40][O:41][CH3:42])[C:33]=4[CH:43]=3)=[CH:9][CH:10]=2)[CH2:49][CH2:48][CH2:47][CH2:46][CH2:45]1, predict the reactants needed to synthesize it. The reactants are: [NH2:1][CH2:2][CH2:3][O:4][C:5]1[CH:10]=[CH:9][C:8]([CH:11]2[CH2:16][CH2:15][N:14](C(OCC3C=CC=CC=3)=O)[CH2:13][CH:12]2[O:27][CH2:28][C:29]2[CH:30]=[CH:31][C:32]3[O:37][CH2:36][CH2:35][N:34]([CH2:38][CH2:39][CH2:40][O:41][CH3:42])[C:33]=3[CH:43]=2)=[CH:7][CH:6]=1.[CH:44]1([CH:50]=O)[CH2:49][CH2:48][CH2:47][CH2:46][CH2:45]1.[BH4-].[Na+].[OH-].[Na+]. (4) Given the product [CH:2]([N:48]1[CH2:49][CH2:50][CH:45]([C:36]2([CH2:35][NH:34][C:32](=[O:33])[C:31]3[CH:30]=[CH:29][C:28]([O:27][CH2:26][C:24]4[C:23]5[C:18](=[CH:19][CH:20]=[CH:21][CH:22]=5)[N:17]=[C:16]([CH3:15])[CH:25]=4)=[CH:52][CH:51]=3)[C:37](=[O:44])[NH:38][C:39](=[O:43])[NH:40][C:41]2=[O:42])[CH2:46][CH2:47]1)([CH3:3])[CH3:9], predict the reactants needed to synthesize it. The reactants are: F[C:2](F)(F)[C:3](O)=O.F[C:9](F)(F)C(O)=O.[CH3:15][C:16]1[CH:25]=[C:24]([CH2:26][O:27][C:28]2[CH:52]=[CH:51][C:31]([C:32]([NH:34][CH2:35][C:36]3([CH:45]4[CH2:50][CH2:49][NH:48][CH2:47][CH2:46]4)[C:41](=[O:42])[NH:40][C:39](=[O:43])[NH:38][C:37]3=[O:44])=[O:33])=[CH:30][CH:29]=2)[C:23]2[C:18](=[CH:19][CH:20]=[CH:21][CH:22]=2)[N:17]=1. (5) Given the product [NH2:18][C:15]1[C:14]2[C:9]([O:8][CH2:1][C:2]3[CH:3]=[CH:4][CH:5]=[CH:6][CH:7]=3)=[N:10][CH:11]=[CH:12][C:13]=2[N:17]([C:21]2([CH2:25][C:26]#[N:27])[CH2:22][CH2:23][CH2:24][O:19][CH2:20]2)[N:16]=1, predict the reactants needed to synthesize it. The reactants are: [CH2:1]([O:8][C:9]1[C:14]2[C:15]([NH2:18])=[N:16][NH:17][C:13]=2[CH:12]=[CH:11][N:10]=1)[C:2]1[CH:7]=[CH:6][CH:5]=[CH:4][CH:3]=1.[O:19]1[CH2:24][CH2:23][CH2:22]/[C:21](=[CH:25]\[C:26]#[N:27])/[CH2:20]1.C1CCN2C(=NCCC2)CC1. (6) Given the product [CH:5]([O:8][C:9]1[C:18]([CH3:19])=[CH:17][CH:16]=[C:15]2[C:10]=1[CH2:11][C@@H:12]([CH:24]1[CH2:25][CH2:26][N:27]([CH2:30][CH2:31][C:32]3[CH:33]=[CH:34][CH:35]=[CH:36][CH:37]=3)[CH2:28][CH2:29]1)[O:13][C@H:14]2[CH2:20][NH:21][CH3:22])([CH3:7])[CH3:6], predict the reactants needed to synthesize it. The reactants are: [Al+3].[Cl-].[Cl-].[Cl-].[CH:5]([O:8][C:9]1[C:18]([CH3:19])=[CH:17][CH:16]=[C:15]2[C:10]=1[CH2:11][C@@H:12]([CH:24]1[CH2:29][CH2:28][N:27]([CH2:30][CH2:31][C:32]3[CH:37]=[CH:36][CH:35]=[CH:34][CH:33]=3)[CH2:26][CH2:25]1)[O:13][C@H:14]2[CH2:20][NH:21][CH:22]=O)([CH3:7])[CH3:6]. (7) Given the product [NH2:16][CH2:15][C:12]1[CH:13]=[N:14][C:9]([O:8][CH2:7][C:5](=[O:6])[NH:4][CH2:3][C:2]([CH3:17])([CH3:1])[CH3:18])=[CH:10][CH:11]=1, predict the reactants needed to synthesize it. The reactants are: [CH3:1][C:2]([CH3:18])([CH3:17])[CH2:3][NH:4][C:5]([CH2:7][O:8][C:9]1[N:14]=[CH:13][C:12]([C:15]#[N:16])=[CH:11][CH:10]=1)=[O:6].